This data is from Forward reaction prediction with 1.9M reactions from USPTO patents (1976-2016). The task is: Predict the product of the given reaction. (1) Given the reactants [S:1]1[CH:5]=[CH:4][CH:3]=[C:2]1[S:6]([N:9]1[CH2:14][CH2:13][N:12]([C:15]2[CH:20]=[CH:19][C:18]([C@:21]([OH:27])([CH3:26])[C:22]([F:25])([F:24])[F:23])=[CH:17][CH:16]=2)[C@@H:11]([CH2:28][N:29]2[C@@H:34]3[C@H:35]([OH:37])[CH2:36][C@H:30]2[CH2:31][O:32][CH2:33]3)[CH2:10]1)(=[O:8])=[O:7].S1C=CC=C1S(N1CCN(C2C=CC([C@](O)(C)C(F)(F)F)=CC=2)[C@@H](CN2[C@H]3[C@@H](O)C[C@@H]2COC3)C1)(=O)=O.S1C=CC=C1S(N1CCN(C2C=CC([C@@](O)(C)C(F)(F)F)=CC=2)[C@@H](CN2[C@H]3[C@@H](O)C[C@@H]2COC3)C1)(=O)=O, predict the reaction product. The product is: [S:1]1[CH:5]=[CH:4][CH:3]=[C:2]1[S:6]([N:9]1[CH2:14][CH2:13][N:12]([C:15]2[CH:20]=[CH:19][C:18]([C@@:21]([OH:27])([CH3:26])[C:22]([F:25])([F:24])[F:23])=[CH:17][CH:16]=2)[C@@H:11]([CH2:28][N:29]2[C@@H:34]3[C@H:35]([OH:37])[CH2:36][C@H:30]2[CH2:31][O:32][CH2:33]3)[CH2:10]1)(=[O:7])=[O:8]. (2) Given the reactants [CH3:1][C:2]1[N:6]=[CH:5][NH:4][N:3]=1.C(=O)([O-])[O-].[K+].[K+].F[C:14]1[CH:19]=[CH:18][C:17]([N+:20]([O-:22])=[O:21])=[CH:16][CH:15]=1, predict the reaction product. The product is: [CH3:1][C:2]1[N:6]=[CH:5][N:4]([C:14]2[CH:19]=[CH:18][C:17]([N+:20]([O-:22])=[O:21])=[CH:16][CH:15]=2)[N:3]=1.